From a dataset of Reaction yield outcomes from USPTO patents with 853,638 reactions. Predict the reaction yield, written as a fraction of the theoretical maximum amount of product (1.0 means a 100% yield; for example, 0.34 means a 34% yield). (1) The reactants are [F:1][C:2]1[CH:3]=[CH:4][C:5]([O:22][C@@H:23]2[CH2:27][CH2:26][O:25][CH2:24]2)=[C:6]([CH:8]2[CH2:12][CH2:11][CH2:10][N:9]2[C:13]2[CH:14]=[CH:15][C:16]([N+:19]([O-])=O)=[N:17][CH:18]=2)[CH:7]=1. The catalyst is C(O)C.[Ni]. The product is [F:1][C:2]1[CH:3]=[CH:4][C:5]([O:22][C@@H:23]2[CH2:27][CH2:26][O:25][CH2:24]2)=[C:6]([CH:8]2[CH2:12][CH2:11][CH2:10][N:9]2[C:13]2[CH:14]=[CH:15][C:16]([NH2:19])=[N:17][CH:18]=2)[CH:7]=1. The yield is 0.933. (2) The reactants are C[Si](C)(C)CCOC[N:7]1[C:11]([C:12]([C:14]2[CH:23]=[CH:22][C:17]3[NH:18][C:19](=[O:21])[S:20][C:16]=3[CH:15]=2)=[O:13])=[CH:10][CH:9]=[N:8]1.[ClH:26]. No catalyst specified. The product is [ClH:26].[NH:7]1[C:11]([C:12]([C:14]2[CH:23]=[CH:22][C:17]3[NH:18][C:19](=[O:21])[S:20][C:16]=3[CH:15]=2)=[O:13])=[CH:10][CH:9]=[N:8]1. The yield is 1.00. (3) The reactants are [C:1]([O:5][C:6]([CH3:9])([CH3:8])[CH3:7])(=[O:4])[CH:2]=[CH2:3].C1(C)C=CC=CC=1.[Si]([CH:21]=[N+:22]=[N-:23])(C)(C)C.C(O)(C(F)(F)F)=O. The catalyst is O1CCCC1. The product is [NH:23]1[CH:2]([C:1]([O:5][C:6]([CH3:9])([CH3:8])[CH3:7])=[O:4])[CH2:3][CH:21]=[N:22]1. The yield is 0.810. (4) The reactants are Br[C:2]1[CH:14]=[CH:13][C:5]([C:6]([O:8][C:9]([CH3:12])([CH3:11])[CH3:10])=[O:7])=[C:4]([F:15])[CH:3]=1.[Li]CCCC.CN([CH:24]=[O:25])C. The catalyst is C1COCC1. The yield is 0.610. The product is [F:15][C:4]1[CH:3]=[C:2]([CH:24]=[O:25])[CH:14]=[CH:13][C:5]=1[C:6]([O:8][C:9]([CH3:12])([CH3:11])[CH3:10])=[O:7]. (5) The reactants are [CH2:1]([N:3]([CH2:11][C:12]1[N:13]=[C:14]2[S:21][C:20]([CH3:22])=[C:19]([CH2:23][CH:24]=[O:25])[N:15]2[C:16](=[O:18])[CH:17]=1)[C:4]1[CH:9]=[CH:8][C:7]([F:10])=[CH:6][CH:5]=1)[CH3:2].[BH4-].[Na+]. The catalyst is CO. The product is [CH2:1]([N:3]([CH2:11][C:12]1[N:13]=[C:14]2[S:21][C:20]([CH3:22])=[C:19]([CH2:23][CH2:24][OH:25])[N:15]2[C:16](=[O:18])[CH:17]=1)[C:4]1[CH:5]=[CH:6][C:7]([F:10])=[CH:8][CH:9]=1)[CH3:2]. The yield is 0.500. (6) The reactants are CN([CH:4]=[N:5][C:6]([C:8]1[N:9]=[C:10]2[C:16]3[CH:17]=[C:18]([C:21]([O:23][CH3:24])=[O:22])[CH:19]=[CH:20][C:15]=3[O:14][CH2:13][CH2:12][N:11]2[CH:25]=1)=O)C.Cl.[Cl:27][C:28]1[CH:33]=[CH:32][CH:31]=[CH:30][C:29]=1[NH:34][NH2:35]. No catalyst specified. The product is [Cl:27][C:28]1[CH:33]=[CH:32][CH:31]=[CH:30][C:29]=1[N:34]1[C:6]([C:8]2[N:9]=[C:10]3[C:16]4[CH:17]=[C:18]([C:21]([O:23][CH3:24])=[O:22])[CH:19]=[CH:20][C:15]=4[O:14][CH2:13][CH2:12][N:11]3[CH:25]=2)=[N:5][CH:4]=[N:35]1. The yield is 0.590. (7) The reactants are Br[C:2]1[CH:11]=[C:10]2[C:5]([CH:6]=[C:7]([NH:12][C:13]([CH:15]3[CH2:17][CH2:16]3)=[O:14])[N:8]=[CH:9]2)=[CH:4][CH:3]=1.[CH3:18][C:19]([CH3:22])([O-:21])[CH3:20].[Na+].C1(C)C=CC=CC=1.C(O)(=O)CC(CC(O)=O)(C(O)=O)O. The catalyst is C1C=CC(/C=C/C(/C=C/C2C=CC=CC=2)=O)=CC=1.C1C=CC(/C=C/C(/C=C/C2C=CC=CC=2)=O)=CC=1.C1C=CC(/C=C/C(/C=C/C2C=CC=CC=2)=O)=CC=1.C(Cl)(Cl)Cl.[Pd].[Pd].CC(P(C(C)(C)C)[C-]1C=CC=C1)(C)C.C1C=CC([C-]2C(C3C=CC=CC=3)=C(C3C=CC=CC=3)C(C3C=CC=CC=3)=C2C2C=CC=CC=2)=CC=1.[Fe+2]. The product is [C:19]([O:21][C:2]1[CH:11]=[C:10]2[C:5]([CH:6]=[C:7]([NH:12][C:13]([CH:15]3[CH2:17][CH2:16]3)=[O:14])[N:8]=[CH:9]2)=[CH:4][CH:3]=1)([CH3:22])([CH3:20])[CH3:18]. The yield is 0.0520. (8) The reactants are C(N([P:8]([N:12]([CH:16]([CH3:18])[CH3:17])[CH:13]([CH3:15])[CH3:14])(Cl)([O-:10])[O-:9])C(C)C)(C)C.[C:19]([NH:22][C:23]1[CH:59]=[CH:58][N:26]([C@@H:27]2[O:57][C@H:31]([CH2:32][O:33][C:34]([C:51]3[CH:56]=[CH:55][CH:54]=[CH:53][CH:52]=3)([C:43]3[CH:48]=[CH:47][C:46]([O:49][CH3:50])=[CH:45][CH:44]=3)[C:35]3[CH:40]=[CH:39][C:38]([O:41][CH3:42])=[CH:37][CH:36]=3)[C@@H:29]([OH:30])[CH2:28]2)[C:25](=[O:60])[N:24]=1)(=[O:21])[CH3:20].C(N(C(C)C)C(C)C)C.[C:70]([O:73][C@@H:74]1[C@@H:84]([O:85][C:86](=[O:88])[CH3:87])[C@H:83]([O:89][C:90](=[O:92])[CH3:91])[C@@H:82]([CH2:93][O:94][C:95](=[O:97])[CH3:96])[O:81][C@H:75]1[O:76][CH2:77][CH2:78][CH2:79]O)(=[O:72])[CH3:71].N1C=NN=N1. The catalyst is ClCCl. The product is [C:19]([NH:22][C:23]1[CH:59]=[CH:58][N:26]([C@@H:27]2[O:57][C@H:31]([CH2:32][O:33][C:34]([C:51]3[CH:56]=[CH:55][CH:54]=[CH:53][CH:52]=3)([C:43]3[CH:48]=[CH:47][C:46]([O:49][CH3:50])=[CH:45][CH:44]=3)[C:35]3[CH:36]=[CH:37][C:38]([O:41][CH3:42])=[CH:39][CH:40]=3)[C@@H:29]([O:30][P:8]([N:12]([CH:13]([CH3:14])[CH3:15])[CH:16]([CH3:17])[CH3:18])([O:9][CH2:79][CH2:78][CH2:77][O:76][C@@H:75]3[O:81][C@H:82]([CH2:93][O:94][C:95](=[O:97])[CH3:96])[C@@H:83]([O:89][C:90](=[O:92])[CH3:91])[C@H:84]([O:85][C:86](=[O:88])[CH3:87])[C@H:74]3[O:73][C:70](=[O:72])[CH3:71])=[O:10])[CH2:28]2)[C:25](=[O:60])[N:24]=1)(=[O:21])[CH3:20]. The yield is 0.447. (9) The reactants are C([O-])(=O)C.[Na+].[O:6]1[C:15]2[C:10](=[CH:11][CH:12]=[CH:13][CH:14]=2)[C:9](=O)[CH2:8][CH2:7]1.Cl.[NH2:18][OH:19]. The catalyst is O.C(O)C. The product is [O:6]1[C:15]2[C:10](=[CH:11][CH:12]=[CH:13][CH:14]=2)[C:9](=[N:18][OH:19])[CH2:8][CH2:7]1. The yield is 0.960.